This data is from Reaction yield outcomes from USPTO patents with 853,638 reactions. The task is: Predict the reaction yield, written as a fraction of the theoretical maximum amount of product (1.0 means a 100% yield; for example, 0.34 means a 34% yield). The reactants are C(OC([N:6]1[CH2:30][C@:29]2([C:31](=[O:33])[CH3:32])[C@@H:8]([CH2:9][C@H:10]3[C@H:23]4[C@@:14]([F:27])([C@:15]5([CH3:26])[C:20]([C@@H:21]([F:24])[CH2:22]4)=[CH:19][C:18](=[O:25])[CH:17]=[CH:16]5)[C@@H:13]([OH:28])[CH2:12][C@@:11]32[CH3:34])[CH2:7]1)=O)=C.[ClH:35].O1CCOCC1. The catalyst is C(Cl)Cl. The product is [ClH:35].[C:31]([C@:29]12[C@@:11]3([CH3:34])[CH2:12][C@H:13]([OH:28])[C@@:14]4([F:27])[C@H:23]([C@@H:10]3[CH2:9][C@H:8]1[CH2:7][NH:6][CH2:30]2)[CH2:22][C@H:21]([F:24])[C:20]1[C@:15]4([CH3:26])[CH:16]=[CH:17][C:18](=[O:25])[CH:19]=1)(=[O:33])[CH3:32]. The yield is 0.990.